Dataset: Forward reaction prediction with 1.9M reactions from USPTO patents (1976-2016). Task: Predict the product of the given reaction. Given the reactants [C:1]([N:6]1[C@H:10]([C:11]2[CH:16]=[CH:15][CH:14]=[CH:13][CH:12]=2)[CH2:9][O:8][C:7]1=[O:17])(=[O:5])/[CH:2]=[CH:3]/[CH3:4].[CH2:18]([N:25](C[Si](C)(C)C)[CH2:26]OC)[C:19]1[CH:24]=[CH:23][CH:22]=[CH:21][CH:20]=1.[C:34](O)(C(F)(F)F)=O, predict the reaction product. The product is: [CH2:18]([N:25]1[CH2:4][C@@H:3]([CH3:34])[C@H:2]([C:1]([N:6]2[C@H:10]([C:11]3[CH:12]=[CH:13][CH:14]=[CH:15][CH:16]=3)[CH2:9][O:8][C:7]2=[O:17])=[O:5])[CH2:26]1)[C:19]1[CH:24]=[CH:23][CH:22]=[CH:21][CH:20]=1.[CH2:18]([N:25]1[CH2:4][C@H:3]([CH3:34])[C@@H:2]([C:1]([N:6]2[C@H:10]([C:11]3[CH:12]=[CH:13][CH:14]=[CH:15][CH:16]=3)[CH2:9][O:8][C:7]2=[O:17])=[O:5])[CH2:26]1)[C:19]1[CH:24]=[CH:23][CH:22]=[CH:21][CH:20]=1.